This data is from Experimentally validated miRNA-target interactions with 360,000+ pairs, plus equal number of negative samples. The task is: Binary Classification. Given a miRNA mature sequence and a target amino acid sequence, predict their likelihood of interaction. (1) The miRNA is hsa-miR-4632-5p with sequence GAGGGCAGCGUGGGUGUGGCGGA. The protein sequence of the target gene is MPLFATNPFDQDVEKATSELNTAEDWGLILDICDKVGQSRTGPKDCLRSIMRRVNHKDPHVAMQALTLLGACVSNCGKIFHLEVCSRDFASEVSNVLNKGHPKVCEKLKALMVEWTDEFKNDPQLSLISAMIKNLKEQGVTFPAIGSQAAEQAKASPALVAKDPGTVATKKEEEDLAKAIELSLKEQRQQSAPVSTLYPSTSNLLTNHQHEGRKVRAVYDFEAAEDNELTFKAGEIITVLDDSDPNWWKGETHQGVGLFPSNFVTADLTAEPEMIKTEKKTVQFNDDVQIETIEPEPEPA.... Result: 0 (no interaction). (2) The miRNA is hsa-miR-142-5p with sequence CAUAAAGUAGAAAGCACUACU. The protein sequence of the target gene is MPGKLRSDAGLESDTAMKKGETLRKQTEEKEKKEKPKSDKTEEIAEEEETVFPKAKQVKKKAEPSEVDMNSPKSKKAKKKEEPSQNDISPKTKSLRKKKEPIEKKVVSSKTKKVTKNEEPSEEEIDAPKPKKMKKEKEMNGETREKSPKLKNGFPHPEPDCNPSEAASEESNSEIEQEIPVEQKEGAFSNFPISEETIKLLKGRGVTFLFPIQAKTFHHVYSGKDLIAQARTGTGKTFSFAIPLIEKLHGELQDRKRGRAPQVLVLAPTRELANQVSKDFSDITKKLSVACFYGGTPYGG.... Result: 1 (interaction). (3) The miRNA is mmu-miR-342-3p with sequence UCUCACACAGAAAUCGCACCCGU. The protein sequence of the target gene is MGNGMCSRKQKRIFQTLLLLTVVFGFLYGAMLYLELQTQLRKAEAVALKYQQHQDSLSAQLQVVYEHRSRLEKSLQKERLEHKKAKEDFLVYKLEAQETLNKGRQDSNSRYSALNVQHQMLKSQHEELRKQHSDLEEEHRKQGEDFSRTFNDHKQRYLQLQQEKEQELSKLKETVYNLREENRQLRKAHQDIHTQLQDVKTQVAEYKQLKDTLNRIPSFRNPDPVEQQNVTFPHGTHPPQGYNGREKLTGELQEVQPNHEAGPRRMEEKPLSSMQKDAGFQALEEQNQVEPREPEERQVE.... Result: 0 (no interaction). (4) The miRNA is hsa-miR-30a-5p with sequence UGUAAACAUCCUCGACUGGAAG. The protein sequence of the target gene is MEKFKAAMLLGSVGDALGYRNVCKENSTVGMKIQEELQRSGGLDHLVLSPGEWPVSDNTIMHIATAEALTTDYWCLDDLYREMVRCYVEIVEKLPERRPDPATIEGCAQLKPNNYLLAWHTPFNEKGSGFGAATKAMCIGLRYWKPERLETLIEVSVECGRMTHNHPTGFLGSLCTALFVSFAAQGKPLVQWGRDMLRAVPLAEEYCRKTIRHTAEYQEHWFYFEAKWQFYLEERKISKDSENKAIFPDNYDAEEREKTYRKWSSEGRGGRRGHDAPMIAYDALLAAGNSWTELCHRAMF.... Result: 1 (interaction). (5) The miRNA is hsa-miR-224-5p with sequence UCAAGUCACUAGUGGUUCCGUUUAG. The protein sequence of the target gene is MAALPGAVPRMMRPGPGQNYPRTGFPLEVSTPLGQGRVNQLGGVFINGRPLPNHIRHKIVEMAHHGIRPCVISRQLRVSHGCVSKILCRYQETGSIRPGAIGGSKPRQVATPDVEKKIEEYKRENPGMFSWEIRDRLLKDGHCDRSTVPSVSSISRVLRIKFGKKEDDEEGDKKEEDGEKKAKHSIDGILGDKGNRLDEGSDVESEPDLPLKRKQRRSRTTFTAEQLEELEKAFERTHYPDIYTREELAQRTKLTEARVQVWFSNRRARWRKQAGANQLAAFNHLLPGGFPPTGMPTLPP.... Result: 0 (no interaction). (6) The miRNA is hsa-miR-3184-3p with sequence AAAGUCUCGCUCUCUGCCCCUCA. The protein sequence of the target gene is MEWELNLLLYLALFFFLLFLLFLLLFVVIKQLKNSVANTAGALQPGRLSVHREPWGFSREQAV. Result: 0 (no interaction). (7) The miRNA is hsa-miR-3609 with sequence CAAAGUGAUGAGUAAUACUGGCUG. The protein sequence of the target gene is MLRMKLPLKPTHPAEPPPEAEEPEADARPGAKAPSRRRRDCRPPPPPPPPAGPSRGPLPPPPPPRGLGPPVAGGAAAGAGMPGGGGGPSAALREQERVYEWFGLVLGSAQRLEFMCGLLDLCNPLELRFLGSCLEDLARKDYHYLRDSEAKANGLSDPGPLADFREPAVRSRLIVYLALLGSENREAAGRLHRLLPQVDSVLKSLRAARGEGSRGGAEDERGEDGDGEQDAEKDGSGPEGGIVEPRVGGGLGSRAQEELLLLFTMASLHPAFSFHQRVTLREHLERLRAALRGGPEDAEV.... Result: 1 (interaction). (8) The miRNA is hsa-miR-3115 with sequence AUAUGGGUUUACUAGUUGGU. The protein sequence of the target gene is MSNLKPDGEHGGSTGTGSGAGSGGALEEEVRTLFVSGLPVDIKPRELYLLFRPFKGYEGSLIKLTARQPVGFVIFDSRAGAEAAKNALNGIRFDPENPQTLRLEFAKANTKMAKSKLMATPNPSNVHPALGAHFIARDPYDLMGAALIPASPEAWAPYPLYTTELTPAISHAAFTYPTATAAAAALHAQVRWYPSSDTTQQGWKYRQFC. Result: 0 (no interaction). (9) The miRNA is hsa-miR-26b-5p with sequence UUCAAGUAAUUCAGGAUAGGU. The protein sequence of the target gene is MAAPGGRSEPPQLPEYSCSYMVSRPVYSELAFQQQHERRLQERKTLRESLAKCCSCSRKRAFGVLKTLVPILEWLPKYRVKEWLLSDVISGVSTGLVATLQGMAYALLAAVPVGYGLYSAFFPILTYFIFGTSRHISVGPFPVVSLMVGSVVLSMAPDEHFLVSSSNGTVLNTTMIDTAARDTARVLIASALTLLVGIIQLIFGGLQIGFIVRYLADPLVGGFTTAAAFQVLVSQLKIVLNVSTKNYNGVLSIIYTLVEIFQNIGDTNLADFTAGLLTIVVCMAVKELNDRFRHKIPVPI.... Result: 1 (interaction). (10) The miRNA is hsa-miR-23b-3p with sequence AUCACAUUGCCAGGGAUUACCAC. The protein sequence of the target gene is MVEADHPGKLFIGGLNRETNEKMLKAVFGKHGPISEVLLIKDRTSKSRGFAFITFENPADAKNAAKDMNGKSLHGKAIKVEQAKKPSFQSGGRRRPPASSRNRSPSGSLRSARGSRGGTRGWLPSQEGHLDDGGYTPDLKMSYSRGLIPVKRGPSSRSGGPPPKKSAPSAVARSNSWMGSQGPMSQRRENYGVPPRRATISSWRNDRMSTRHDGYATNDGNHPSCQETRDYAPPSRGYAYRDNGHSNRDEHSSRGYRNHRSSRETRDYAPPSRGHAYRDYGHSRRDESYSRGYRNRRSSR.... Result: 0 (no interaction).